From a dataset of Full USPTO retrosynthesis dataset with 1.9M reactions from patents (1976-2016). Predict the reactants needed to synthesize the given product. Given the product [Cl:1][C:2]1[C:3]([CH2:4][OH:5])=[C:7]([OH:11])[CH:8]=[CH:9][CH:10]=1, predict the reactants needed to synthesize it. The reactants are: [Cl:1][C:2]1[CH:10]=[CH:9][CH:8]=[C:7]([OH:11])[C:3]=1[C:4](O)=[O:5].